Dataset: Full USPTO retrosynthesis dataset with 1.9M reactions from patents (1976-2016). Task: Predict the reactants needed to synthesize the given product. (1) Given the product [NH2:8][C:9]1[CH:14]=[CH:13][N:12]=[C:11]([C:15]2[S:16][C:17]3[CH:25]=[CH:24][CH:23]=[CH:22][C:18]=3[C:19](=[O:21])[N:20]=2)[CH:10]=1, predict the reactants needed to synthesize it. The reactants are: C(OC([NH:8][C:9]1[CH:14]=[CH:13][N:12]=[C:11]([C:15]2[S:16][C:17]3[CH:25]=[CH:24][CH:23]=[CH:22][C:18]=3[C:19](=[O:21])[N:20]=2)[CH:10]=1)=O)(C)(C)C.C(OC(C)C)(C)C. (2) The reactants are: C[O:2][C:3](=O)[C@@H:4]1[CH2:8][C:7](=[CH2:9])[CH2:6][N:5]1[C:10](=[O:29])[C:11]1[CH:16]=[C:15]([O:17][CH3:18])[C:14]([O:19][CH2:20][CH2:21][CH2:22][CH2:23][CH2:24][Br:25])=[CH:13][C:12]=1[N+:26]([O-:28])=[O:27].CC(C[AlH]CC(C)C)C.Cl. Given the product [Br:25][CH2:24][CH2:23][CH2:22][CH2:21][CH2:20][O:19][C:14]1[C:15]([O:17][CH3:18])=[CH:16][C:11]([C:10]([N:5]2[CH2:6][C:7](=[CH2:9])[CH2:8][C@H:4]2[CH:3]=[O:2])=[O:29])=[C:12]([N+:26]([O-:28])=[O:27])[CH:13]=1, predict the reactants needed to synthesize it. (3) Given the product [CH3:3][C:2]([CH3:24])([S@@:4]([NH:6][C@H:7]([C:18]1[CH:23]=[CH:22][CH:21]=[CH:20][CH:19]=1)[C:8]1[CH:17]=[CH:16][C:11]([C:12]([OH:14])=[O:13])=[CH:10][CH:9]=1)=[O:5])[CH3:1], predict the reactants needed to synthesize it. The reactants are: [CH3:1][C:2]([CH3:24])([S@@:4]([NH:6][C@H:7]([C:18]1[CH:23]=[CH:22][CH:21]=[CH:20][CH:19]=1)[C:8]1[CH:17]=[CH:16][C:11]([C:12]([O:14]C)=[O:13])=[CH:10][CH:9]=1)=[O:5])[CH3:3].[OH-].[Li+].